Dataset: Forward reaction prediction with 1.9M reactions from USPTO patents (1976-2016). Task: Predict the product of the given reaction. (1) Given the reactants C(OC([N:8]1[CH2:22][CH2:21][C:12]2=[C:13](Cl)[N:14]3[C:18]([N:19]=[C:11]2[CH2:10][CH2:9]1)=[CH:17][CH:16]=[N:15]3)=O)(C)(C)C.FC(F)(F)C(O)=O.[NH:30]1[CH2:33][CH:32]([CH2:34][C:35]2[CH:40]=[CH:39][CH:38]=[CH:37][N:36]=2)[CH2:31]1, predict the reaction product. The product is: [N:36]1[CH:37]=[CH:38][CH:39]=[CH:40][C:35]=1[CH2:34][CH:32]1[CH2:33][N:30]([C:13]2[N:14]3[C:18]([N:19]=[C:11]4[CH2:10][CH2:9][NH:8][CH2:22][CH2:21][C:12]=24)=[CH:17][CH:16]=[N:15]3)[CH2:31]1. (2) Given the reactants [Cl:1][C:2]1[CH:7]=[C:6]([O:8]C)[CH:5]=[CH:4][C:3]=1[CH:10]([CH3:24])[C:11]([C:17]1[CH:22]=[N:21][C:20]([CH3:23])=[CH:19][N:18]=1)([OH:16])[C:12]([F:15])([F:14])[F:13], predict the reaction product. The product is: [Cl:1][C:2]1[CH:7]=[C:6]([OH:8])[CH:5]=[CH:4][C:3]=1[CH:10]([CH3:24])[C:11]([OH:16])([C:17]1[CH:22]=[N:21][C:20]([CH3:23])=[CH:19][N:18]=1)[C:12]([F:15])([F:13])[F:14]. (3) Given the reactants C(OC(C1N=C(NCCO)N=C2C=1NC(=O)N2C1C=CC=CC=1OC)=O)C.[OH:28][CH2:29][CH2:30][NH:31][C:32]1[N:40]=[C:39]2[C:35]([NH:36][C:37](=[O:49])[N:38]2[C:41]2[CH:46]=[CH:45][CH:44]=[CH:43][C:42]=2[O:47][CH3:48])=[C:34]([C:50]([NH2:52])=[O:51])[N:33]=1.N, predict the reaction product. The product is: [OH:28][CH2:29][CH2:30][NH:31][C:32]1[N:40]=[C:39]2[C:35]([NH:36][C:37](=[O:49])[N:38]2[C:41]2[CH:46]=[CH:45][CH:44]=[CH:43][C:42]=2[O:47][CH3:48])=[C:34]([C:50]([NH2:52])=[O:51])[N:33]=1. (4) Given the reactants F[C:2]1[CH:7]=[C:6]([C:8]2[C:12]([C:13]3[CH:18]=[CH:17][CH:16]=[CH:15][CH:14]=3)=[N:11][N:10]3[CH2:19][CH2:20][CH2:21][C:9]=23)[CH:5]=[CH:4][N:3]=1.[CH:22]([NH2:25])([CH3:24])[CH3:23], predict the reaction product. The product is: [C:13]1([C:12]2[C:8]([C:6]3[CH:5]=[CH:4][N:3]=[C:2]([NH:25][CH:22]([CH3:24])[CH3:23])[CH:7]=3)=[C:9]3[CH2:21][CH2:20][CH2:19][N:10]3[N:11]=2)[CH:18]=[CH:17][CH:16]=[CH:15][CH:14]=1. (5) Given the reactants [C:1]([O:5][C:6]([N:8]1[CH2:13][CH2:12][CH:11]([C:14]2[N:15]([CH2:21][CH2:22][O:23][CH:24]3[CH2:29][CH2:28][CH2:27][CH2:26][O:25]3)[C:16](Br)=[C:17]([Br:19])[N:18]=2)[CH2:10][CH2:9]1)=[O:7])([CH3:4])([CH3:3])[CH3:2].[Li]CCCC, predict the reaction product. The product is: [C:1]([O:5][C:6]([N:8]1[CH2:9][CH2:10][CH:11]([C:14]2[N:15]([CH2:21][CH2:22][O:23][CH:24]3[CH2:29][CH2:28][CH2:27][CH2:26][O:25]3)[CH:16]=[C:17]([Br:19])[N:18]=2)[CH2:12][CH2:13]1)=[O:7])([CH3:4])([CH3:2])[CH3:3]. (6) Given the reactants [Cl:1][C:2]1[CH:3]=[C:4]([NH:9][C:10]([N:12]2[CH2:17][CH2:16][N:15]([CH2:18][CH2:19][C:20](O)=[O:21])[C:14](=[O:23])[C@@H:13]2[CH3:24])=[O:11])[CH:5]=[CH:6][C:7]=1[Cl:8].[CH3:25][C@@H:26]1[CH2:31][NH:30][CH2:29][C@@H:28]([OH:32])[CH2:27]1, predict the reaction product. The product is: [ClH:1].[Cl:1][C:2]1[CH:3]=[C:4]([NH:9][C:10]([N:12]2[CH2:17][CH2:16][N:15]([CH2:18][CH2:19][C:20]([N:30]3[CH2:31][C@@H:26]([CH3:25])[CH2:27][C@H:28]([OH:32])[CH2:29]3)=[O:21])[C:14](=[O:23])[C@@H:13]2[CH3:24])=[O:11])[CH:5]=[CH:6][C:7]=1[Cl:8]. (7) Given the reactants Cl[C:2]1[C:3]2[C:4](=[CH:13][N:14](CC3C=CC(OC)=CC=3)[N:15]=2)[N:5]=[C:6]([C:8]2[S:9][CH:10]=[CH:11][CH:12]=2)[N:7]=1.[NH2:25][C:26]1[CH:31]=[CH:30][C:29]([C:32]([N:34]2[CH2:38][CH2:37][CH2:36][CH2:35]2)=[O:33])=[CH:28][CH:27]=1.Cl, predict the reaction product. The product is: [N:34]1([C:32]([C:29]2[CH:28]=[CH:27][C:26]([NH:25][C:2]3[C:3]4[NH:15][N:14]=[CH:13][C:4]=4[N:5]=[C:6]([C:8]4[S:9][CH:10]=[CH:11][CH:12]=4)[N:7]=3)=[CH:31][CH:30]=2)=[O:33])[CH2:35][CH2:36][CH2:37][CH2:38]1.